Task: Predict which catalyst facilitates the given reaction.. Dataset: Catalyst prediction with 721,799 reactions and 888 catalyst types from USPTO Reactant: B.C1COCC1.[Br:7][C:8]1[CH:16]=[C:15]([Cl:17])[CH:14]=[CH:13][C:9]=1[C:10](O)=[O:11]. Product: [Br:7][C:8]1[CH:16]=[C:15]([Cl:17])[CH:14]=[CH:13][C:9]=1[CH2:10][OH:11]. The catalyst class is: 1.